Dataset: Forward reaction prediction with 1.9M reactions from USPTO patents (1976-2016). Task: Predict the product of the given reaction. (1) Given the reactants [Br:1][C:2]1[CH:3]=[C:4]2[C:9](=[CH:10][CH:11]=1)[O:8][C:7]1([CH3:17])[CH2:12][O:13][CH2:14][C:15](=C)[CH:6]1[CH2:5]2.[O:18]=[O+][O-].CSC, predict the reaction product. The product is: [Br:1][C:2]1[CH:3]=[C:4]2[C:9](=[CH:10][CH:11]=1)[O:8][C:7]1([CH3:17])[CH2:12][O:13][CH2:14][C:15](=[O:18])[CH:6]1[CH2:5]2. (2) The product is: [CH3:15][C:16]1[C:24]2[C:19](=[CH:20][CH:21]=[C:22]([CH3:25])[CH:23]=2)[NH:18][C:17]=1[C:26]([NH:1][C@@H:2]1[CH2:7][CH2:6][CH2:5][NH:4][CH2:3]1)=[O:27]. Given the reactants [NH2:1][C@@H:2]1[CH2:7][CH2:6][CH2:5][N:4](C(OC(C)(C)C)=O)[CH2:3]1.[CH3:15][C:16]1[C:24]2[C:19](=[CH:20][CH:21]=[C:22]([CH3:25])[CH:23]=2)[NH:18][C:17]=1[C:26](O)=[O:27].N, predict the reaction product. (3) Given the reactants [Si:1]([O:8][CH2:9][C:10]1[CH:11]=[C:12]([CH:24]=[C:25]([CH2:27][O:28][Si:29]([C:32]([CH3:35])([CH3:34])[CH3:33])([CH3:31])[CH3:30])[CH:26]=1)[NH:13][CH2:14][CH2:15][O:16][CH2:17][CH2:18][O:19][CH2:20][CH2:21][O:22][CH3:23])([C:4]([CH3:7])([CH3:6])[CH3:5])([CH3:3])[CH3:2].[CH3:36][S:37][S:38][C:39]([CH3:43])([CH3:42])[CH:40]=O.C(O[BH-](OC(=O)C)OC(=O)C)(=O)C.[Na+].S([O-])([O-])(=O)=O.[Mg+2], predict the reaction product. The product is: [Si:1]([O:8][CH2:9][C:10]1[CH:11]=[C:12]([CH:24]=[C:25]([CH2:27][O:28][Si:29]([C:32]([CH3:35])([CH3:34])[CH3:33])([CH3:30])[CH3:31])[CH:26]=1)[N:13]([CH2:14][CH2:15][O:16][CH2:17][CH2:18][O:19][CH2:20][CH2:21][O:22][CH3:23])[CH2:40][C:39]([CH3:43])([S:38][S:37][CH3:36])[CH3:42])([C:4]([CH3:5])([CH3:7])[CH3:6])([CH3:3])[CH3:2]. (4) Given the reactants [CH3:1][Si:2]([CH3:9])([CH3:8])[C:3]#[C:4][CH2:5][CH2:6]O.[C:10]1(=[O:20])[NH:14][C:13](=[O:15])[C:12]2=[CH:16][CH:17]=[CH:18][CH:19]=[C:11]12, predict the reaction product. The product is: [CH3:1][Si:2]([CH3:9])([CH3:8])[C:3]#[C:4][CH2:5][CH2:6][N:14]1[C:10](=[O:20])[C:11]2[C:12](=[CH:16][CH:17]=[CH:18][CH:19]=2)[C:13]1=[O:15]. (5) Given the reactants [F:1][C:2]1[CH:3]=[C:4]([CH:7]=[CH:8][CH:9]=1)[CH2:5]Cl.[OH:10][C:11]1[CH:12]=[C:13]([CH:16]=[CH:17][CH:18]=1)[CH:14]=[O:15].C([O-])([O-])=O.[Cs+].[Cs+], predict the reaction product. The product is: [F:1][C:2]1[CH:3]=[C:4]([CH:7]=[CH:8][CH:9]=1)[CH2:5][O:10][C:11]1[CH:12]=[C:13]([CH:16]=[CH:17][CH:18]=1)[CH:14]=[O:15]. (6) Given the reactants [F:1][C:2]1[CH:3]=[C:4]([C:8]2[CH:13]=[CH:12][C:11]([F:14])=[C:10]([C:15]([NH:17][C:18]3[CH:19]=[C:20]([CH:26]=[CH:27][CH:28]=3)[O:21][CH2:22][C:23]([OH:25])=[O:24])=[O:16])[CH:9]=2)[CH:5]=[CH:6][CH:7]=1.[C:29]1(C)C=CC(S(O)(=O)=O)=CC=1, predict the reaction product. The product is: [F:1][C:2]1[CH:3]=[C:4]([C:8]2[CH:13]=[CH:12][C:11]([F:14])=[C:10]([C:15]([NH:17][C:18]3[CH:19]=[C:20]([CH:26]=[CH:27][CH:28]=3)[O:21][CH2:22][C:23]([O:25][CH3:29])=[O:24])=[O:16])[CH:9]=2)[CH:5]=[CH:6][CH:7]=1.